From a dataset of Catalyst prediction with 721,799 reactions and 888 catalyst types from USPTO. Predict which catalyst facilitates the given reaction. (1) Reactant: [N+:1]([C:4]1[O:8][C:7]([C:9]([O:11][CH3:12])=[O:10])=[CH:6][CH:5]=1)([O-:3])=[O:2].[Li+].[Cl-].Br[CH:16]1[CH2:21][CH2:20][CH2:19][CH:18]=[CH:17]1.C([Cu])#N. Product: [CH:21]1([C:6]2[CH:5]=[C:4]([N+:1]([O-:3])=[O:2])[O:8][C:7]=2[C:9]([O:11][CH3:12])=[O:10])[CH2:20][CH2:19][CH2:18][CH:17]=[CH:16]1. The catalyst class is: 1. (2) Reactant: [N+:1]([CH3:4])([O-:3])=[O:2].[O-]CC.[Na+].[C:9]1(=[O:13])[CH2:12][CH2:11][CH2:10]1. Product: [N+:1]([CH2:4][C:9]1([OH:13])[CH2:12][CH2:11][CH2:10]1)([O-:3])=[O:2]. The catalyst class is: 8. (3) Reactant: [S:1]=[C:2]1[NH:7][C:6]2[NH:8][C:9](=[O:11])[CH2:10][C:5]=2[C:4](=[O:12])[N:3]1[C:13]1[CH:18]=[CH:17][C:16]([O:19][CH2:20][C:21]([F:24])([F:23])[F:22])=[CH:15][CH:14]=1.C(=O)([O-])O.[Na+].Br[CH2:31][CH2:32][CH2:33][O:34][CH2:35][CH2:36][O:37][CH3:38].C(#N)C. Product: [CH3:38][O:37][CH2:36][CH2:35][O:34][CH2:33][CH2:32][CH2:31][S:1][C:2]1[N:3]([C:13]2[CH:14]=[CH:15][C:16]([O:19][CH2:20][C:21]([F:24])([F:23])[F:22])=[CH:17][CH:18]=2)[C:4](=[O:12])[C:5]2[CH2:10][C:9](=[O:11])[NH:8][C:6]=2[N:7]=1. The catalyst class is: 13. (4) Reactant: [BH4-].[Na+].[CH:3]([CH:5]1[C:17]2[CH:16]=[C:15]([C:18]([OH:20])=[O:19])[CH:14]=[CH:13][C:12]=2[C:11]2[C:6]1=[CH:7][CH:8]=[CH:9][CH:10]=2)=[O:4].Cl.C1C(=C)C=CC=1. Product: [OH:4][CH2:3][CH:5]1[C:17]2[CH:16]=[C:15]([C:18]([OH:20])=[O:19])[CH:14]=[CH:13][C:12]=2[C:11]2[C:6]1=[CH:7][CH:8]=[CH:9][CH:10]=2. The catalyst class is: 24. (5) Reactant: [CH2:1]([O:8][C:9]1[CH:14]=[CH:13][C:12]([CH2:15][C@H:16]([NH:19][CH3:20])[CH2:17][OH:18])=[CH:11][CH:10]=1)[C:2]1[CH:7]=[CH:6][CH:5]=[CH:4][CH:3]=1.CCN(CC)CC.Br[CH2:29][C:30]([O:32][C:33]([CH3:36])([CH3:35])[CH3:34])=[O:31]. Product: [CH2:1]([O:8][C:9]1[CH:14]=[CH:13][C:12]([CH2:15][C@H:16]([N:19]([CH3:20])[CH2:29][C:30]([O:32][C:33]([CH3:36])([CH3:35])[CH3:34])=[O:31])[CH2:17][OH:18])=[CH:11][CH:10]=1)[C:2]1[CH:3]=[CH:4][CH:5]=[CH:6][CH:7]=1. The catalyst class is: 3. (6) Reactant: Cl.[C:2]1([C@@H:8]2[CH2:10][C@H:9]2[NH2:11])[CH:7]=[CH:6][CH:5]=[CH:4][CH:3]=1.[F:12][C:13]([F:23])([F:22])[C:14]1[CH:21]=[CH:20][C:17]([CH:18]=O)=[CH:16][CH:15]=1.[BH-](OC(C)=O)(OC(C)=O)OC(C)=O.[Na+]. Product: [C:2]1([C@@H:8]2[CH2:10][C@H:9]2[NH:11][CH2:18][C:17]2[CH:16]=[CH:15][C:14]([C:13]([F:12])([F:22])[F:23])=[CH:21][CH:20]=2)[CH:7]=[CH:6][CH:5]=[CH:4][CH:3]=1. The catalyst class is: 34. (7) Product: [CH:32]1([C:2]2[N:7]=[C:6]3[N:8]([CH2:11][C:12]4[CH:13]=[CH:14][C:15]([O:43][CH3:40])=[CH:18][CH:17]=4)[N:9]=[CH:10][C:5]3=[C:4]([N:25]3[CH2:29][CH2:28][C:27]([F:31])([F:30])[CH2:26]3)[CH:3]=2)[CH2:34][CH2:33]1. Reactant: Cl[C:2]1[N:7]=[C:6]2[N:8]([C:11]3C=[CH:15][CH:14]=[CH:13][C:12]=3[C:17]3C=CC(OC)=C[CH:18]=3)[N:9]=[CH:10][C:5]2=[C:4]([N:25]2[CH2:29][CH2:28][C:27]([F:31])([F:30])[CH2:26]2)[CH:3]=1.[CH:32]1([B-](F)(F)F)[CH2:34][CH2:33]1.[K+].[C:40](=[O:43])([O-])[O-].[Cs+].[Cs+].C(P(C12CC3CC(CC(C3)C1)C2)C12CC3CC(CC(C3)C1)C2)CCC. The catalyst class is: 874. (8) Reactant: [C:1]([O:5][C:6]([N:8]1[CH2:20][CH2:19][C:11]2([CH2:14][CH:13]([CH2:15][C:16](O)=[O:17])[CH2:12]2)[CH2:10][CH2:9]1)=[O:7])([CH3:4])([CH3:3])[CH3:2].C(N(CC)CC)C.ClC(OCC)=O.Cl.Cl.[NH2:36][CH:37]1[CH2:43][CH:42]2[N:44]([CH3:45])[CH:39]([CH2:40][CH2:41]2)[CH2:38]1. Product: [CH3:45][N:44]1[CH:39]2[CH2:40][CH2:41][CH:42]1[CH2:43][CH:37]([NH:36][C:16](=[O:17])[CH2:15][CH:13]1[CH2:12][C:11]3([CH2:10][CH2:9][N:8]([C:6]([O:5][C:1]([CH3:2])([CH3:3])[CH3:4])=[O:7])[CH2:20][CH2:19]3)[CH2:14]1)[CH2:38]2. The catalyst class is: 46. (9) Reactant: [NH:1]1[C:7]2[CH:8]=[CH:9][CH:10]=[CH:11][C:6]=2[CH2:5][CH2:4][CH2:3][C:2]1=[O:12].[N+:13]([O-])([OH:15])=[O:14].S(=O)(=O)(O)O. Product: [N+:13]([C:10]1[CH:9]=[CH:8][C:7]2[NH:1][C:2](=[O:12])[CH2:3][CH2:4][CH2:5][C:6]=2[CH:11]=1)([O-:15])=[O:14]. The catalyst class is: 6.